From a dataset of Reaction yield outcomes from USPTO patents with 853,638 reactions. Predict the reaction yield, written as a fraction of the theoretical maximum amount of product (1.0 means a 100% yield; for example, 0.34 means a 34% yield). (1) The reactants are [Cl:1][C:2]1[CH:7]=[CH:6][C:5]([OH:8])=[CH:4][N:3]=1.C(=O)([O-])[O-].[Cs+].[Cs+].[CH2:15](Br)[C:16]1[CH:21]=[CH:20][CH:19]=[CH:18][CH:17]=1. The catalyst is CN(C=O)C.O. The product is [CH2:15]([O:8][C:5]1[CH:6]=[CH:7][C:2]([Cl:1])=[N:3][CH:4]=1)[C:16]1[CH:21]=[CH:20][CH:19]=[CH:18][CH:17]=1. The yield is 0.790. (2) The reactants are [CH3:1][O:2][CH2:3][CH2:4][O:5][C:6]1[CH:7]=[C:8]2[C:12](=[C:13]([N:15]([CH3:25])[S:16]([C:19]3[CH:24]=[CH:23][CH:22]=[CH:21][N:20]=3)(=[O:18])=[O:17])[CH:14]=1)[NH:11][C:10]([C:26]([O:28]CC)=[O:27])=[CH:9]2.[OH-].[Na+].Cl. The yield is 1.00. The product is [CH3:1][O:2][CH2:3][CH2:4][O:5][C:6]1[CH:7]=[C:8]2[C:12](=[C:13]([N:15]([CH3:25])[S:16]([C:19]3[CH:24]=[CH:23][CH:22]=[CH:21][N:20]=3)(=[O:17])=[O:18])[CH:14]=1)[NH:11][C:10]([C:26]([OH:28])=[O:27])=[CH:9]2. The catalyst is O1CCCC1.CO.C(OCC)(=O)C. (3) The yield is 0.800. The catalyst is C1COCC1.Cl.IC. The product is [Br:13][C:14]1[CH:19]=[CH:18][C:17]([C:20]([F:22])([F:21])[F:23])=[C:16]([F:24])[C:15]=1[CH3:1]. The reactants are [CH:1](NC(C)C)(C)C.C([Li])CCC.[Br:13][C:14]1[CH:19]=[CH:18][C:17]([C:20]([F:23])([F:22])[F:21])=[C:16]([F:24])[CH:15]=1. (4) The reactants are [F:1][C:2]1[CH:3]=[C:4]([C:8]2[CH:9]=[C:10]([CH:23]=[C:24]([CH3:26])[CH:25]=2)[C:11]([NH:13][C:14]2[C:19]([CH3:20])=[CH:18][CH:17]=[C:16]([OH:21])[C:15]=2[CH3:22])=O)[CH:5]=[CH:6][CH:7]=1. The catalyst is C1COCC1. The product is [F:1][C:2]1[CH:3]=[C:4]([C:8]2[CH:9]=[C:10]([CH2:11][NH:13][C:14]3[C:15]([CH3:22])=[C:16]([OH:21])[CH:17]=[CH:18][C:19]=3[CH3:20])[CH:23]=[C:24]([CH3:26])[CH:25]=2)[CH:5]=[CH:6][CH:7]=1. The yield is 0.610. (5) The reactants are [NH2:1][CH2:2][C:3]([NH:5][CH:6]([CH3:8])[CH3:7])=[O:4].[OH:9][C:10]1[CH:21]=[CH:20][C:13]2[NH:14]C(=O)[O:16][C:17](=O)[C:12]=2[CH:11]=1. The catalyst is C(#N)C.ClCCl. The product is [NH2:14][C:13]1[CH:20]=[CH:21][C:10]([OH:9])=[CH:11][C:12]=1[C:17]([NH:1][CH2:2][C:3](=[O:4])[NH:5][CH:6]([CH3:8])[CH3:7])=[O:16]. The yield is 0.780. (6) The product is [Br:9][C:10]1[CH:11]=[CH:12][C:13]([C@@H:16]2[CH2:2][C@H:17]2[C:18]([O:20][CH2:21][CH3:22])=[O:19])=[CH:14][CH:15]=1. The yield is 0.759. The reactants are [I-].[CH3:2][S+](C)(C)=O.[H-].[Na+].[Br:9][C:10]1[CH:15]=[CH:14][C:13](/[CH:16]=[CH:17]/[C:18]([O:20][CH2:21][CH3:22])=[O:19])=[CH:12][CH:11]=1. The catalyst is CS(C)=O.